Dataset: Forward reaction prediction with 1.9M reactions from USPTO patents (1976-2016). Task: Predict the product of the given reaction. Given the reactants Br[CH2:2][C:3](=[O:9])[CH2:4][C:5]([O:7][CH3:8])=[O:6].[C-:10]#[N:11].[Na+].O, predict the reaction product. The product is: [C:10]([CH2:2][C:3](=[O:9])[CH2:4][C:5]([O:7][CH3:8])=[O:6])#[N:11].